This data is from Drug half-life prediction data from Obach et al.. The task is: Regression/Classification. Given a drug SMILES string, predict its absorption, distribution, metabolism, or excretion properties. Task type varies by dataset: regression for continuous measurements (e.g., permeability, clearance, half-life) or binary classification for categorical outcomes (e.g., BBB penetration, CYP inhibition). For this dataset (half_life_obach), we predict log10(half-life) (log10 of half-life in hours). (1) The molecule is C/C=C/C[C@@H](C)[C@@H](O)[C@H]1C(=O)N[C@@H](CC)C(=O)N(C)CC(=O)N(C)[C@@H](CC(C)C)C(=O)N[C@@H](C(C)C)C(=O)N(C)[C@@H](CC(C)C)C(=O)N[C@@H](C)C(=O)N[C@H](C)C(=O)N(C)[C@@H](CC(C)C)C(=O)N(C)[C@@H](CC(C)C)C(=O)N(C)[C@@H](C(C)C)C(=O)N1C. The log10(half-life) is 0.860. (2) The molecule is O=C([O-])[O-].[Li+].[Li+]. The log10(half-life) is 0.890. (3) The drug is Cc1ccnc2c1NC(=O)c1cccnc1N2C1CC1. The log10(half-life) is 1.72. (4) The drug is COC(=O)C1=C(C)NC(C)=C(C(=O)OCCN(C)Cc2ccccc2)C1c1cccc([N+](=O)[O-])c1. The log10(half-life) is 0.610.